Dataset: NCI-60 drug combinations with 297,098 pairs across 59 cell lines. Task: Regression. Given two drug SMILES strings and cell line genomic features, predict the synergy score measuring deviation from expected non-interaction effect. (1) Drug 1: CC=C1C(=O)NC(C(=O)OC2CC(=O)NC(C(=O)NC(CSSCCC=C2)C(=O)N1)C(C)C)C(C)C. Drug 2: COC1=C2C(=CC3=C1OC=C3)C=CC(=O)O2. Cell line: 786-0. Synergy scores: CSS=17.7, Synergy_ZIP=0.543, Synergy_Bliss=0.357, Synergy_Loewe=-37.8, Synergy_HSA=-0.255. (2) Drug 1: CCC1(CC2CC(C3=C(CCN(C2)C1)C4=CC=CC=C4N3)(C5=C(C=C6C(=C5)C78CCN9C7C(C=CC9)(C(C(C8N6C=O)(C(=O)OC)O)OC(=O)C)CC)OC)C(=O)OC)O.OS(=O)(=O)O. Drug 2: CCC1(CC2CC(C3=C(CCN(C2)C1)C4=CC=CC=C4N3)(C5=C(C=C6C(=C5)C78CCN9C7C(C=CC9)(C(C(C8N6C)(C(=O)OC)O)OC(=O)C)CC)OC)C(=O)OC)O.OS(=O)(=O)O. Cell line: SN12C. Synergy scores: CSS=9.95, Synergy_ZIP=-4.18, Synergy_Bliss=5.11, Synergy_Loewe=-4.74, Synergy_HSA=1.85. (3) Drug 1: CC1OCC2C(O1)C(C(C(O2)OC3C4COC(=O)C4C(C5=CC6=C(C=C35)OCO6)C7=CC(=C(C(=C7)OC)O)OC)O)O. Drug 2: CC1C(C(CC(O1)OC2CC(CC3=C2C(=C4C(=C3O)C(=O)C5=C(C4=O)C(=CC=C5)OC)O)(C(=O)C)O)N)O.Cl. Cell line: HOP-62. Synergy scores: CSS=65.0, Synergy_ZIP=11.2, Synergy_Bliss=12.9, Synergy_Loewe=12.4, Synergy_HSA=12.8. (4) Drug 1: CN(C)C1=NC(=NC(=N1)N(C)C)N(C)C. Drug 2: CC1=C(N=C(N=C1N)C(CC(=O)N)NCC(C(=O)N)N)C(=O)NC(C(C2=CN=CN2)OC3C(C(C(C(O3)CO)O)O)OC4C(C(C(C(O4)CO)O)OC(=O)N)O)C(=O)NC(C)C(C(C)C(=O)NC(C(C)O)C(=O)NCCC5=NC(=CS5)C6=NC(=CS6)C(=O)NCCC[S+](C)C)O. Cell line: UACC-257. Synergy scores: CSS=-10.3, Synergy_ZIP=8.68, Synergy_Bliss=4.58, Synergy_Loewe=-13.8, Synergy_HSA=-8.98. (5) Drug 1: CC12CCC(CC1=CCC3C2CCC4(C3CC=C4C5=CN=CC=C5)C)O. Drug 2: CC(CN1CC(=O)NC(=O)C1)N2CC(=O)NC(=O)C2. Cell line: MCF7. Synergy scores: CSS=21.0, Synergy_ZIP=-6.60, Synergy_Bliss=2.98, Synergy_Loewe=2.91, Synergy_HSA=3.66. (6) Drug 1: CS(=O)(=O)CCNCC1=CC=C(O1)C2=CC3=C(C=C2)N=CN=C3NC4=CC(=C(C=C4)OCC5=CC(=CC=C5)F)Cl. Drug 2: C(CC(=O)O)C(=O)CN.Cl. Cell line: LOX IMVI. Synergy scores: CSS=10.1, Synergy_ZIP=-3.69, Synergy_Bliss=3.49, Synergy_Loewe=3.73, Synergy_HSA=4.03. (7) Drug 2: CC1=C(C(=O)C2=C(C1=O)N3CC4C(C3(C2COC(=O)N)OC)N4)N. Synergy scores: CSS=36.8, Synergy_ZIP=20.2, Synergy_Bliss=18.0, Synergy_Loewe=-27.1, Synergy_HSA=5.38. Drug 1: CCC(=C(C1=CC=CC=C1)C2=CC=C(C=C2)OCCN(C)C)C3=CC=CC=C3.C(C(=O)O)C(CC(=O)O)(C(=O)O)O. Cell line: CAKI-1. (8) Drug 2: CS(=O)(=O)OCCCCOS(=O)(=O)C. Cell line: RPMI-8226. Drug 1: C1CCN(CC1)CCOC2=CC=C(C=C2)C(=O)C3=C(SC4=C3C=CC(=C4)O)C5=CC=C(C=C5)O. Synergy scores: CSS=12.1, Synergy_ZIP=0.138, Synergy_Bliss=6.13, Synergy_Loewe=-5.35, Synergy_HSA=-3.63. (9) Drug 1: CN(CC1=CN=C2C(=N1)C(=NC(=N2)N)N)C3=CC=C(C=C3)C(=O)NC(CCC(=O)O)C(=O)O. Drug 2: C1=CN(C(=O)N=C1N)C2C(C(C(O2)CO)O)O.Cl. Cell line: NCI-H322M. Synergy scores: CSS=42.9, Synergy_ZIP=-1.68, Synergy_Bliss=-6.00, Synergy_Loewe=-16.9, Synergy_HSA=-7.75.